Dataset: Full USPTO retrosynthesis dataset with 1.9M reactions from patents (1976-2016). Task: Predict the reactants needed to synthesize the given product. (1) Given the product [Cl:16][C:13]1[C:14](=[O:15])[N:9]([OH:8])[CH:10]=[C:11]([C:26]([O:28][CH2:29][CH3:30])=[O:27])[C:12]=1[NH:17][C:18]1[CH:23]=[CH:22][C:21]([F:24])=[CH:20][C:19]=1[CH3:25], predict the reactants needed to synthesize it. The reactants are: C([O:8][N:9]1[C:14](=[O:15])[C:13]([Cl:16])=[C:12]([NH:17][C:18]2[CH:23]=[CH:22][C:21]([F:24])=[CH:20][C:19]=2[CH3:25])[C:11]([C:26]([O:28][CH2:29][CH3:30])=[O:27])=[CH:10]1)C1C=CC=CC=1. (2) Given the product [C:9]([NH:13][S:14]([C:17]1[C:26]2[C:21](=[CH:22][CH:23]=[CH:24][CH:25]=2)[C:20]([C:27]2[O:28][CH:2]=[N:1][C:3]=2[C:4]([O:6][CH2:7][CH3:8])=[O:5])=[CH:19][CH:18]=1)(=[O:16])=[O:15])([CH3:12])([CH3:10])[CH3:11], predict the reactants needed to synthesize it. The reactants are: [N+:1]([CH2:3][C:4]([O:6][CH2:7][CH3:8])=[O:5])#[C-:2].[C:9]([NH:13][S:14]([C:17]1[C:26]2[C:21](=[CH:22][CH:23]=[CH:24][CH:25]=2)[C:20]([C:27](Cl)=[O:28])=[CH:19][CH:18]=1)(=[O:16])=[O:15])([CH3:12])([CH3:11])[CH3:10].CCN(CC)CC. (3) Given the product [Cl:61][C:54]1[C:55]([F:60])=[CH:56][CH:57]=[C:58]([Cl:59])[C:53]=1[CH:51]([O:50][C:31]1[C:30]([NH2:29])=[N:35][CH:34]=[C:33]([C:36]2[CH:37]=[N:38][N:39]([C@H:41]3[CH2:42][CH2:16][NH:15][CH2:14]3)[CH:40]=2)[CH:32]=1)[CH3:52], predict the reactants needed to synthesize it. The reactants are: ClC1C(F)=CC=C(Cl)C=1C(OC1[C:14](N)=[N:15][CH:16]=C(B2OC(C)(C)C(C)(C)O2)C=1)C.[NH2:29][C:30]1[N:35]=[CH:34][C:33]([C:36]2[CH:37]=[N:38][N:39]([CH2:41][CH:42]3CC3C(N(C)C)=O)[CH:40]=2)=[CH:32][C:31]=1[O:50][CH:51]([C:53]1[C:58]([Cl:59])=[CH:57][CH:56]=[C:55]([F:60])[C:54]=1[Cl:61])[CH3:52]. (4) The reactants are: [CH:1]([N:4]1[C:12]2[CH:11]=[CH:10][N:9]=[CH:8][C:7]=2[C:6]([C:13]([OH:15])=O)=[N:5]1)([CH3:3])[CH3:2].Cl.[CH3:17][O:18][NH:19][CH3:20].CN(C(ON1N=NC2C=CC=CC1=2)=[N+](C)C)C.F[P-](F)(F)(F)(F)F.C(N(CC)CC)C. Given the product [CH:1]([N:4]1[C:12]2[CH:11]=[CH:10][N:9]=[CH:8][C:7]=2[C:6]([C:13]([N:19]([O:18][CH3:17])[CH3:20])=[O:15])=[N:5]1)([CH3:2])[CH3:3], predict the reactants needed to synthesize it. (5) Given the product [O:4]([CH3:9])[S:3]([C:2]([F:8])([F:7])[F:1])(=[O:6])=[O:5], predict the reactants needed to synthesize it. The reactants are: [F:1][C:2]([F:8])([F:7])[S:3]([OH:6])(=[O:5])=[O:4].[C:9](Cl)(=O)C1C=CC=CC=1.C(=O)(OC)OC. (6) Given the product [Br:24][C:7]1[N:6]=[C:5]([CH2:1][CH2:2][CH2:3][CH3:4])[NH:9][C:8]=1[CH:10]=[O:11], predict the reactants needed to synthesize it. The reactants are: [CH2:1]([C:5]1[NH:9][C:8]([CH:10]=[O:11])=[CH:7][N:6]=1)[CH2:2][CH2:3][CH3:4].CN(C=O)C.C1C(=O)N([Br:24])C(=O)C1.